This data is from Forward reaction prediction with 1.9M reactions from USPTO patents (1976-2016). The task is: Predict the product of the given reaction. (1) Given the reactants [Br:1][C:2]1[N:7]=[CH:6][C:5]([C:8](OC)=[O:9])=[C:4]([Cl:12])[CH:3]=1.[H-].C([Al+]CC(C)C)C(C)C, predict the reaction product. The product is: [Br:1][C:2]1[N:7]=[CH:6][C:5]([CH:8]=[O:9])=[C:4]([Cl:12])[CH:3]=1. (2) Given the reactants [N:1]1([C:7]2[N:15]=[C:14]([C:16]3[CH:17]=[C:18]([CH2:22][OH:23])[CH:19]=[CH:20][CH:21]=3)[N:13]=[C:12]3[C:8]=2[N:9]=[CH:10][N:11]3[CH:24]2[CH2:29][CH2:28][NH:27][CH2:26][CH2:25]2)[CH2:6][CH2:5][O:4][CH2:3][CH2:2]1.[BH3-]C#N.[Na+].[F:34][C:35]1[CH:42]=[C:41]([F:43])[CH:40]=[CH:39][C:36]=1[CH:37]=O, predict the reaction product. The product is: [F:34][C:35]1[CH:42]=[C:41]([F:43])[CH:40]=[CH:39][C:36]=1[CH2:37][N:27]1[CH2:28][CH2:29][CH:24]([N:11]2[CH:10]=[N:9][C:8]3[C:12]2=[N:13][C:14]([C:16]2[CH:17]=[C:18]([CH2:22][OH:23])[CH:19]=[CH:20][CH:21]=2)=[N:15][C:7]=3[N:1]2[CH2:6][CH2:5][O:4][CH2:3][CH2:2]2)[CH2:25][CH2:26]1. (3) The product is: [CH:1]1([O:7][C:46]([C:44]2[N:45]=[C:41]([CH:38]3[CH2:37][CH2:36][N:35]([C:33]([O:32][C:28]([CH3:31])([CH3:30])[CH3:29])=[O:34])[CH2:40][CH2:39]3)[S:42][CH:43]=2)=[O:47])[CH2:6][CH2:5][CH2:4][CH2:3][CH2:2]1. Given the reactants [CH:1]1([OH:7])[CH2:6][CH2:5][CH2:4][CH2:3][CH2:2]1.CN(C1C=CC=CN=1)C.C(N=C=NCCCN(C)C)C.[C:28]([O:32][C:33]([N:35]1[CH2:40][CH2:39][CH:38]([C:41]2[S:42][CH:43]=[C:44]([C:46](O)=[O:47])[N:45]=2)[CH2:37][CH2:36]1)=[O:34])([CH3:31])([CH3:30])[CH3:29], predict the reaction product. (4) Given the reactants Cl.[Cl:2][C:3]1[CH:8]=[C:7]([Br:9])[CH:6]=[CH:5][C:4]=1[O:10]N.O=[C:13]1[CH2:18][CH2:17][N:16]([C:19]([O:21][C:22]([CH3:25])([CH3:24])[CH3:23])=[O:20])[CH2:15][CH2:14]1, predict the reaction product. The product is: [Cl:2][C:3]1[C:4]2[O:10][C:13]3[CH2:18][CH2:17][N:16]([C:19]([O:21][C:22]([CH3:25])([CH3:24])[CH3:23])=[O:20])[CH2:15][C:14]=3[C:5]=2[CH:6]=[C:7]([Br:9])[CH:8]=1.